Dataset: Reaction yield outcomes from USPTO patents with 853,638 reactions. Task: Predict the reaction yield, written as a fraction of the theoretical maximum amount of product (1.0 means a 100% yield; for example, 0.34 means a 34% yield). (1) The reactants are [F:1][C:2]1[CH:3]=[CH:4][C:5]([O:25][CH3:26])=[C:6]([C@H:8]2[CH2:12][CH2:11][CH2:10][N:9]2[C:13]2[CH:18]=[CH:17][N:16]3[N:19]=[CH:20][C:21]([C:22]([OH:24])=O)=[C:15]3[N:14]=2)[CH:7]=1.[NH2:27][CH2:28][C@@H:29]([OH:32])[CH2:30][OH:31]. The catalyst is CO.CCOC(C)=O. The product is [OH:32][C@@H:29]([CH2:30][OH:31])[CH2:28][NH:27][C:22]([C:21]1[CH:20]=[N:19][N:16]2[CH:17]=[CH:18][C:13]([N:9]3[CH2:10][CH2:11][CH2:12][C@@H:8]3[C:6]3[CH:7]=[C:2]([F:1])[CH:3]=[CH:4][C:5]=3[O:25][CH3:26])=[N:14][C:15]=12)=[O:24]. The yield is 0.460. (2) The reactants are [Cl:1][C:2]1[S:6][C:5]([C:7]([OH:9])=O)=[CH:4][C:3]=1[C:10]1[N:14]([CH3:15])[N:13]=[CH:12][CH:11]=1.[NH2:16][C@@H:17]([CH2:30][C:31]1[CH:36]=[CH:35][CH:34]=[C:33]([C:37]([F:40])([F:39])[F:38])[CH:32]=1)[CH2:18][N:19]1[C:27](=[O:28])[C:26]2[C:21](=[CH:22][CH:23]=[CH:24][CH:25]=2)[C:20]1=[O:29].C1CN([P+](Br)(N2CCCC2)N2CCCC2)CC1.F[P-](F)(F)(F)(F)F.CCN(C(C)C)C(C)C. The catalyst is C(Cl)(Cl)Cl. The product is [Cl:1][C:2]1[S:6][C:5]([C:7]([NH:16][C@@H:17]([CH2:30][C:31]2[CH:36]=[CH:35][CH:34]=[C:33]([C:37]([F:40])([F:38])[F:39])[CH:32]=2)[CH2:18][N:19]2[C:20](=[O:29])[C:21]3[C:26](=[CH:25][CH:24]=[CH:23][CH:22]=3)[C:27]2=[O:28])=[O:9])=[CH:4][C:3]=1[C:10]1[N:14]([CH3:15])[N:13]=[CH:12][CH:11]=1. The yield is 0.690. (3) The reactants are [O:1]=[C:2]1[C:11]2[C:6](=[CH:7][CH:8]=[CH:9][C:10]=2[C:12]([F:15])([F:14])[F:13])[NH:5][CH:4]=[C:3]1[C:16]([O:18]CC)=[O:17].[OH-].[Na+]. The catalyst is [Pd]. The product is [O:1]=[C:2]1[C:11]2[C:6](=[CH:7][CH:8]=[CH:9][C:10]=2[C:12]([F:15])([F:13])[F:14])[NH:5][CH:4]=[C:3]1[C:16]([OH:18])=[O:17]. The yield is 0.920. (4) The yield is 0.640. The reactants are [CH2:1]([C:8]1[N:9]=[C:10]2[C:15]([C:16]([F:19])([F:18])[F:17])=[CH:14][CH:13]=[N:12][N:11]2[CH:20]=1)[C:2]1[CH:7]=[CH:6][CH:5]=[CH:4][CH:3]=1.I[C:22]1[CH:23]=[C:24]([OH:28])[CH:25]=[CH:26][CH:27]=1.C([O-])(=O)C.[K+]. The product is [CH2:1]([C:8]1[N:9]=[C:10]2[C:15]([C:16]([F:19])([F:18])[F:17])=[CH:14][CH:13]=[N:12][N:11]2[C:20]=1[C:22]1[CH:23]=[C:24]([OH:28])[CH:25]=[CH:26][CH:27]=1)[C:2]1[CH:3]=[CH:4][CH:5]=[CH:6][CH:7]=1. The catalyst is CC(N(C)C)=O.[OH-].[OH-].[Pd+2]. (5) The yield is 0.790. The reactants are [Cl:1][C:2]1[C:3]([NH:8][C@@H:9]2[CH2:14][CH2:13][CH2:12][N:11]([C:15]([O:17][C:18]([CH3:21])([CH3:20])[CH3:19])=[O:16])[CH2:10]2)=[N:4][CH:5]=[CH:6][CH:7]=1.[N:22]1[C:30]2[C:25](=[N:26][CH:27]=[CH:28][CH:29]=2)[N:24]([C:31]2[CH:39]=[CH:38][C:34]([C:35](O)=[O:36])=[CH:33][CH:32]=2)[N:23]=1. The product is [N:22]1[C:30]2[C:25](=[N:26][CH:27]=[CH:28][CH:29]=2)[N:24]([C:31]2[CH:32]=[CH:33][C:34]([C:35]([N:8]([C@@H:9]3[CH2:14][CH2:13][CH2:12][N:11]([C:15]([O:17][C:18]([CH3:21])([CH3:20])[CH3:19])=[O:16])[CH2:10]3)[C:3]3[C:2]([Cl:1])=[CH:7][CH:6]=[CH:5][N:4]=3)=[O:36])=[CH:38][CH:39]=2)[N:23]=1. No catalyst specified. (6) The reactants are I[C:2]1[N:3]=[C:4]2[C:10]3[CH:11]=[CH:12][C:13]([C:15]([O:17][CH3:18])=[O:16])=[CH:14][C:9]=3[O:8][CH2:7][CH2:6][N:5]2[CH:19]=1.[Cu](C#N)[C:21]#[N:22]. The catalyst is CN(C=O)C. The product is [C:21]([C:2]1[N:3]=[C:4]2[C:10]3[CH:11]=[CH:12][C:13]([C:15]([O:17][CH3:18])=[O:16])=[CH:14][C:9]=3[O:8][CH2:7][CH2:6][N:5]2[CH:19]=1)#[N:22]. The yield is 0.740. (7) The reactants are C([Si](C)(C)[O:6][CH2:7][C:8]([N:11]1[C:19]2[C:18]([F:20])=[CH:17][N:16]=[CH:15][C:14]=2[C:13]([C:21]([C:23]2[CH:24]=[C:25]([NH:29][C:30](=[O:42])[CH2:31][C:32]3[CH:37]=[CH:36][CH:35]=[C:34]([C:38]([F:41])([F:40])[F:39])[CH:33]=3)[CH:26]=[N:27][CH:28]=2)=[O:22])=[CH:12]1)([CH3:10])[CH3:9])(C)(C)C. The catalyst is C1COCC1. The product is [F:20][C:18]1[C:19]2[N:11]([C:8]([CH3:10])([CH3:9])[CH2:7][OH:6])[CH:12]=[C:13]([C:21]([C:23]3[CH:24]=[C:25]([NH:29][C:30](=[O:42])[CH2:31][C:32]4[CH:37]=[CH:36][CH:35]=[C:34]([C:38]([F:39])([F:41])[F:40])[CH:33]=4)[CH:26]=[N:27][CH:28]=3)=[O:22])[C:14]=2[CH:15]=[N:16][CH:17]=1. The yield is 0.860.